This data is from Catalyst prediction with 721,799 reactions and 888 catalyst types from USPTO. The task is: Predict which catalyst facilitates the given reaction. (1) Reactant: [F-:1].[K+].I([C:6]1[CH:7]=[C:8]([CH:16]=[CH:17][C:18]=1[N+:19]([O-:21])=[O:20])[C:9]([NH:11][CH2:12][C:13]([O-:15])=[O:14])=[O:10])(=O)=O.[K+].C1OCCOCCOCCOCCOCCOC1. Product: [F:1][C:6]1[CH:7]=[C:8]([CH:16]=[CH:17][C:18]=1[N+:19]([O-:21])=[O:20])[C:9]([NH:11][CH2:12][C:13]([OH:15])=[O:14])=[O:10]. The catalyst class is: 16. (2) Reactant: [CH2:1]([O:8][C:9]1[C:17]2[C:12](=[CH:13][CH:14]=[CH:15][CH:16]=2)[N:11]([CH2:18][C:19]2[O:23][C:22]([C:24]([OH:26])=O)=[CH:21][CH:20]=2)[N:10]=1)[C:2]1[CH:7]=[CH:6][CH:5]=[CH:4][CH:3]=1.C1C=CC2N(O)N=NC=2C=1.[CH3:37][N:38]1[CH2:43][CH2:42][NH:41][CH2:40][CH2:39]1.CCN=C=NCCCN(C)C. Product: [CH2:1]([O:8][C:9]1[C:17]2[C:12](=[CH:13][CH:14]=[CH:15][CH:16]=2)[N:11]([CH2:18][C:19]2[O:23][C:22]([C:24]([N:41]3[CH2:42][CH2:43][N:38]([CH3:37])[CH2:39][CH2:40]3)=[O:26])=[CH:21][CH:20]=2)[N:10]=1)[C:2]1[CH:3]=[CH:4][CH:5]=[CH:6][CH:7]=1. The catalyst class is: 2. (3) Reactant: C(OC(=O)[NH:10][C:11]1[C:12]([C:27]([NH:29][C:30]2[CH:31]=[N:32][CH:33]=[CH:34][C:35]=2[N:36]2[CH2:41][C@H:40]([CH3:42])[CH2:39][C@H:38]([NH:43][C:44]([O:46][C:47]([CH3:50])([CH3:49])[CH3:48])=[O:45])[CH2:37]2)=[O:28])=[N:13][C:14]2[C:19]([CH:20]=1)=[CH:18][CH:17]=[C:16]([C:21]1[CH2:22][CH2:23][O:24][CH2:25][CH:26]=1)[CH:15]=2)C1C=CC=CC=1.[H][H]. Product: [NH2:10][C:11]1[C:12]([C:27]([NH:29][C:30]2[CH:31]=[N:32][CH:33]=[CH:34][C:35]=2[N:36]2[CH2:41][C@H:40]([CH3:42])[CH2:39][C@H:38]([NH:43][C:44](=[O:45])[O:46][C:47]([CH3:50])([CH3:49])[CH3:48])[CH2:37]2)=[O:28])=[N:13][C:14]2[C:19]([CH:20]=1)=[CH:18][CH:17]=[C:16]([CH:21]1[CH2:26][CH2:25][O:24][CH2:23][CH2:22]1)[CH:15]=2. The catalyst class is: 19. (4) Reactant: [Br:1][C:2]1[CH:3]=[C:4]([N:12]([CH:16]([CH2:18][CH3:19])[CH3:17])[C:13](=[O:15])[CH3:14])[C:5]([CH3:11])=[C:6]([CH:10]=1)[C:7]([OH:9])=O.Cl.[NH2:21][CH2:22][C:23]1[C:24](=[O:31])[NH:25][C:26]([CH3:30])=[CH:27][C:28]=1[CH3:29].C1C=NC2N(O)N=NC=2C=1.CN1CCOCC1.C(Cl)CCl. The catalyst class is: 98. Product: [Br:1][C:2]1[CH:3]=[C:4]([N:12]([CH:16]([CH2:18][CH3:19])[CH3:17])[C:13](=[O:15])[CH3:14])[C:5]([CH3:11])=[C:6]([CH:10]=1)[C:7]([NH:21][CH2:22][C:23]1[C:24](=[O:31])[NH:25][C:26]([CH3:30])=[CH:27][C:28]=1[CH3:29])=[O:9]. (5) Reactant: [CH2:1]([O:3][C:4]([N:6]1[C:15]2[C:10](=[CH:11][C:12]([C:16]([F:19])([F:18])[F:17])=[CH:13][CH:14]=2)[C@@H:9]([C@@H:20]([C:24]2[CH:29]=[C:28]([C:30]([F:33])([F:32])[F:31])[CH:27]=[C:26]([C:34]([F:37])([F:36])[F:35])[CH:25]=2)[C:21](=O)[NH2:22])[CH2:8][C@H:7]1[CH2:38][CH3:39])=[O:5])[CH3:2].O.C(=O)([O-])[O-].[Na+].[Na+]. Product: [CH2:1]([O:3][C:4]([N:6]1[C:15]2[C:10](=[CH:11][C:12]([C:16]([F:17])([F:18])[F:19])=[CH:13][CH:14]=2)[C@@H:9]([C@@H:20]([C:24]2[CH:25]=[C:26]([C:34]([F:35])([F:36])[F:37])[CH:27]=[C:28]([C:30]([F:32])([F:31])[F:33])[CH:29]=2)[CH2:21][NH2:22])[CH2:8][C@H:7]1[CH2:38][CH3:39])=[O:5])[CH3:2]. The catalyst class is: 7. (6) Reactant: CS(O[C@H:6]1[CH2:10][CH2:9][N:8]([C:11]([O:13][C:14]([CH3:17])([CH3:16])[CH3:15])=[O:12])[CH2:7]1)(=O)=O.[C-:18]#[N:19].[Na+]. Product: [C:18]([C@@H:6]1[CH2:10][CH2:9][N:8]([C:11]([O:13][C:14]([CH3:17])([CH3:16])[CH3:15])=[O:12])[CH2:7]1)#[N:19]. The catalyst class is: 215. (7) Reactant: [CH3:1][N:2]1[CH2:15][CH2:14][C:5]2[NH:6][C:7]3[CH:8]=[CH:9][C:10]([CH3:13])=[CH:11][C:12]=3[C:4]=2[CH2:3]1.P([O-])([O-])([O-])=O.[K+].[K+].[K+].Br[CH:25]=[C:26]([C:28]1[CH:33]=[C:32]([F:34])[C:31]([F:35])=[CH:30][C:29]=1[Cl:36])[CH3:27]. Product: [Cl:36][C:29]1[CH:30]=[C:31]([F:35])[C:32]([F:34])=[CH:33][C:28]=1/[C:26](/[CH3:27])=[CH:25]\[N:6]1[C:7]2[CH:8]=[CH:9][C:10]([CH3:13])=[CH:11][C:12]=2[C:4]2[CH2:3][N:2]([CH3:1])[CH2:15][CH2:14][C:5]1=2. The catalyst class is: 122. (8) Reactant: [Cl:1][C:2]1[CH:7]=[CH:6][C:5]([N:8]([CH2:15][C@@H:16]2[C@@H:20]([CH2:21][C:22]3[CH:27]=[CH:26][CH:25]=[CH:24][CH:23]=3)[CH2:19][N:18](CC3C=CC=CC=3)[CH2:17]2)[C:9]2[CH:14]=[CH:13][CH:12]=[CH:11][CH:10]=2)=[CH:4][CH:3]=1.Cl[C:36]([O:38][CH2:39][CH3:40])=[O:37]. Product: [CH2:39]([O:38][C:36]([N:18]1[CH2:17][C@H:16]([CH2:15][N:8]([C:5]2[CH:4]=[CH:3][C:2]([Cl:1])=[CH:7][CH:6]=2)[C:9]2[CH:14]=[CH:13][CH:12]=[CH:11][CH:10]=2)[C@@H:20]([CH2:21][C:22]2[CH:27]=[CH:26][CH:25]=[CH:24][CH:23]=2)[CH2:19]1)=[O:37])[CH3:40]. The catalyst class is: 11.